This data is from Reaction yield outcomes from USPTO patents with 853,638 reactions. The task is: Predict the reaction yield, written as a fraction of the theoretical maximum amount of product (1.0 means a 100% yield; for example, 0.34 means a 34% yield). (1) The reactants are [CH3:1][O:2][C:3]1[CH:4]=[C:5]([CH2:9][CH:10]([OH:13])[CH2:11][CH3:12])[CH:6]=[CH:7][CH:8]=1.CCN(CC)CC.[CH3:21][S:22](Cl)(=[O:24])=[O:23].O. The catalyst is C(Cl)Cl. The product is [CH3:21][S:22]([O:13][CH:10]([CH2:9][C:5]1[CH:6]=[CH:7][CH:8]=[C:3]([O:2][CH3:1])[CH:4]=1)[CH2:11][CH3:12])(=[O:24])=[O:23]. The yield is 0.940. (2) The reactants are C([O:8][C:9]1[CH:21]=[CH:20][C:19]2[C:18]3[C:13](=[CH:14][C:15]([N:22]([CH3:25])[CH:23]=[O:24])=[CH:16][CH:17]=3)[N:12]([C:26]([O:28][C:29]([CH3:32])([CH3:31])[CH3:30])=[O:27])[C:11]=2[CH:10]=1)C1C=CC=CC=1. The catalyst is CO.[Pd]. The product is [OH:8][C:9]1[CH:21]=[CH:20][C:19]2[C:18]3[C:13](=[CH:14][C:15]([N:22]([CH3:25])[CH:23]=[O:24])=[CH:16][CH:17]=3)[N:12]([C:26]([O:28][C:29]([CH3:32])([CH3:31])[CH3:30])=[O:27])[C:11]=2[CH:10]=1. The yield is 1.00. (3) The reactants are C[O:2][CH:3]1[CH2:35][C:7]2[NH:8][C:9]([C:11]3[C:12]([CH3:34])=[CH:13][C:14]([CH3:33])=[C:15]([CH:32]=3)[C:16]([N:18]3[CH2:23][CH2:22][CH:21]([C:24]4[CH:31]=[CH:30][C:27]([C:28]#[N:29])=[CH:26][CH:25]=4)[CH2:20][CH2:19]3)=[O:17])=[N:10][C:6]=2[CH2:5][CH2:4]1.C(#N)C.Cl[Si](Cl)(Cl)Cl.[I-].[Na+]. The catalyst is ClCCl. The product is [OH:2][CH:3]1[CH2:35][C:7]2[NH:8][C:9]([C:11]3[C:12]([CH3:34])=[CH:13][C:14]([CH3:33])=[C:15]([CH:32]=3)[C:16]([N:18]3[CH2:19][CH2:20][CH:21]([C:24]4[CH:25]=[CH:26][C:27]([C:28]#[N:29])=[CH:30][CH:31]=4)[CH2:22][CH2:23]3)=[O:17])=[N:10][C:6]=2[CH2:5][CH2:4]1. The yield is 0.0900. (4) The reactants are C([O:3][C:4](=[O:31])[CH2:5][C:6]([NH:8][C:9]1[CH:14]=[C:13]([Br:15])[C:12]([O:16][C:17]2[CH:22]=[C:21]([CH:23]([CH3:25])[CH3:24])[C:20]([OH:26])=[C:19]([CH:27]=[O:28])[CH:18]=2)=[C:11]([Br:29])[C:10]=1[CH3:30])=[O:7])C.[Li+].[OH-].Cl. The catalyst is C1COCC1. The product is [Br:29][C:11]1[C:10]([CH3:30])=[C:9]([NH:8][C:6](=[O:7])[CH2:5][C:4]([OH:31])=[O:3])[CH:14]=[C:13]([Br:15])[C:12]=1[O:16][C:17]1[CH:22]=[C:21]([CH:23]([CH3:24])[CH3:25])[C:20]([OH:26])=[C:19]([CH:27]=[O:28])[CH:18]=1. The yield is 0.420. (5) The reactants are C(N[C@H](C(O)=O)CC(C)C)(=O)C.[CH2:13]([O:15][C:16]1[CH:17]=[C:18]([C@H:24]([NH2:30])[CH2:25][S:26]([CH3:29])(=[O:28])=[O:27])[CH:19]=[CH:20][C:21]=1[O:22][CH3:23])[CH3:14].C([NH:34][C:35]1[CH:45]=[CH:44][CH:43]=[C:37]2[C:38]([O:40][C:41](=O)[C:36]=12)=[O:39])(=O)C. The catalyst is C(O)(=O)C. The product is [CH2:13]([O:15][C:16]1[CH:17]=[C:18]([CH:24]([N:30]2[C:41](=[O:40])[C:36]3[C:37](=[CH:43][CH:44]=[CH:45][C:35]=3[NH2:34])[C:38]2=[O:39])[CH2:25][S:26]([CH3:29])(=[O:28])=[O:27])[CH:19]=[CH:20][C:21]=1[O:22][CH3:23])[CH3:14]. The yield is 0.750. (6) The reactants are [Cl:1][C:2]1[CH:3]=[CH:4][C:5]([NH:8][C:9]([C:11]2[CH:16]=[C:15]([Cl:17])[CH:14]=[CH:13][C:12]=2[NH:18][C:19]([C:21]2[CH:26]=[CH:25][C:24]([S:27]([CH2:33][CH2:34]O)(=[N:29][C:30](=[O:32])[CH3:31])=[O:28])=[CH:23][CH:22]=2)=[O:20])=[O:10])=[N:6][CH:7]=1.C1(P(C2C=CC=CC=2)C2C=CC=CC=2)C=CC=CC=1.C(Br)(Br)(Br)[Br:56]. The catalyst is C(Cl)Cl. The product is [Cl:1][C:2]1[CH:3]=[CH:4][C:5]([NH:8][C:9]([C:11]2[CH:16]=[C:15]([Cl:17])[CH:14]=[CH:13][C:12]=2[NH:18][C:19]([C:21]2[CH:26]=[CH:25][C:24]([S:27]([CH2:33][CH2:34][Br:56])(=[N:29][C:30](=[O:32])[CH3:31])=[O:28])=[CH:23][CH:22]=2)=[O:20])=[O:10])=[N:6][CH:7]=1. The yield is 0.500.